From a dataset of Antibody paratope prediction from SAbDab with 1,023 antibody chains. Token-level Classification. Given an antibody amino acid sequence, predict which amino acid positions are active in antigen binding. Output is a list of indices for active paratope positions. Given the antibody sequence: VQLQESGPGLVKPSETLSLTCTVSGDSITSGYWNWIRQPPGRALEWMGYISYSGSTYYSLSLRSRITISRDTSKNQYSLRLSSVTAADTAMYYCALITTSTYAMDYWGQGTTVTVSS, which amino acid positions are active in antigen binding (paratope)? The paratope positions are: [51, 52, 81, 82, 83, 102, 103].